From a dataset of TCR-epitope binding with 47,182 pairs between 192 epitopes and 23,139 TCRs. Binary Classification. Given a T-cell receptor sequence (or CDR3 region) and an epitope sequence, predict whether binding occurs between them. (1) The epitope is IPRRNVATL. The TCR CDR3 sequence is CASSLWSAGVHNEQFF. Result: 0 (the TCR does not bind to the epitope). (2) The epitope is FLYALALLL. The TCR CDR3 sequence is CASSMIQGADTQYF. Result: 0 (the TCR does not bind to the epitope).